This data is from Reaction yield outcomes from USPTO patents with 853,638 reactions. The task is: Predict the reaction yield, written as a fraction of the theoretical maximum amount of product (1.0 means a 100% yield; for example, 0.34 means a 34% yield). (1) The reactants are [Cl:1][C:2]1[CH:7]=[CH:6][CH:5]=[C:4]([Cl:8])[C:3]=1[NH:9][C:10]([NH:12][C:13]1[CH:17]=[C:16]([C:18]2[CH:19]=[N:20][CH:21]=[CH:22][CH:23]=2)[S:15][C:14]=1[C:24](O)=[O:25])=[O:11].CN(C(ON1N=NC2C=CC=NC1=2)=[N+](C)C)C.F[P-](F)(F)(F)(F)F.CCN(C(C)C)C(C)C.Cl.[NH2:61][C@@H:62]([CH:67]1[CH2:72][CH2:71][CH2:70][CH2:69][CH2:68]1)[C:63]([O:65][CH3:66])=[O:64]. The catalyst is CN(C=O)C. The product is [CH:67]1([C@H:62]([NH:61][C:24]([C:14]2[S:15][C:16]([C:18]3[CH:19]=[N:20][CH:21]=[CH:22][CH:23]=3)=[CH:17][C:13]=2[NH:12][C:10]([NH:9][C:3]2[C:2]([Cl:1])=[CH:7][CH:6]=[CH:5][C:4]=2[Cl:8])=[O:11])=[O:25])[C:63]([O:65][CH3:66])=[O:64])[CH2:72][CH2:71][CH2:70][CH2:69][CH2:68]1. The yield is 0.440. (2) The reactants are C[O:2][C:3](=O)[CH2:4][O:5][C:6]1[C:11]([N+:12]([O-])=O)=[CH:10][C:9]([Br:15])=[CH:8][N:7]=1.[Sn](Cl)(Cl)(Cl)Cl.[OH-].[Na+]. The yield is 0.520. The product is [Br:15][C:9]1[CH:8]=[N:7][C:6]2[O:5][CH2:4][C:3](=[O:2])[NH:12][C:11]=2[CH:10]=1. The catalyst is Cl. (3) The reactants are [Br:1][C:2]1[C:3]([N+:7]([O-:9])=[O:8])=[N:4][NH:5][CH:6]=1.[H-].[Na+].Br[CH2:13][CH:14]1[CH2:16][CH2:15]1. The catalyst is CN(C)C=O. The product is [Br:1][C:2]1[C:3]([N+:7]([O-:9])=[O:8])=[N:4][N:5]([CH2:13][CH:14]2[CH2:16][CH2:15]2)[CH:6]=1. The yield is 0.180. (4) The reactants are Br[C:2]1([F:12])[CH2:10][CH2:9][C:5]2[S:6][CH:7]=[CH:8][C:4]=2[C:3]1=[O:11].C(=O)([O-])[O-].[Li+].[Li+].[Br-].[Li+].Cl. The catalyst is CN(C)C=O. The product is [F:12][C:2]1[CH:10]=[CH:9][C:5]2[S:6][CH:7]=[CH:8][C:4]=2[C:3]=1[OH:11]. The yield is 0.790. (5) The reactants are [CH3:1][C:2]([CH3:16])=[CH:3][C:4]1[CH:8](N2CCOCC2)[O:7][C:6](=[O:15])[CH:5]=1.OS(O)(=O)=O.[CH3:22][OH:23]. No catalyst specified. The product is [CH3:22][O:23][CH:8]1[O:7][C:6](=[O:15])[CH:5]=[C:4]1[CH:3]=[C:2]([CH3:1])[CH3:16]. The yield is 0.950. (6) The reactants are [OH-].[NH4+:2].Cl[C:4]([CH:6]([CH3:28])[CH2:7][CH2:8][N:9]1[C:13]2[CH:14]=[CH:15][CH:16]=[C:17]([CH3:18])[C:12]=2[N:11]=[C:10]1[CH2:19][O:20][C:21]1[CH:26]=[CH:25][C:24]([Cl:27])=[CH:23][CH:22]=1)=[O:5]. The catalyst is CO. The product is [C:4]([CH:6]([CH3:28])[CH2:7][CH2:8][N:9]1[C:13]2[CH:14]=[CH:15][CH:16]=[C:17]([CH3:18])[C:12]=2[N:11]=[C:10]1[CH2:19][O:20][C:21]1[CH:22]=[CH:23][C:24]([Cl:27])=[CH:25][CH:26]=1)(=[O:5])[NH2:2]. The yield is 0.730. (7) The reactants are [O:1]=[C:2]1[NH:7][CH:6]=[N:5][C:4]([CH2:8][CH2:9][CH3:10])=[C:3]1[CH2:11][C:12]1[CH:17]=[CH:16][C:15]([C:18]2[C:19]([C:24]#[N:25])=[CH:20][CH:21]=[CH:22][CH:23]=2)=[CH:14][CH:13]=1.[CH3:26][C:27]1([CH3:39])[CH2:31][C:30]2[CH:32]=[C:33](B(O)O)[CH:34]=[CH:35][C:29]=2[O:28]1.C(N(CC)CC)C.N1C=CC=CC=1. The catalyst is C([O-])(=O)C.[Cu+2].C([O-])(=O)C.C(OCC)(=O)C.C(Cl)Cl. The product is [CH3:26][C:27]1([CH3:39])[CH2:31][C:30]2[CH:32]=[C:33]([N:7]3[C:2](=[O:1])[C:3]([CH2:11][C:12]4[CH:17]=[CH:16][C:15]([C:18]5[C:19]([C:24]#[N:25])=[CH:20][CH:21]=[CH:22][CH:23]=5)=[CH:14][CH:13]=4)=[C:4]([CH2:8][CH2:9][CH3:10])[N:5]=[CH:6]3)[CH:34]=[CH:35][C:29]=2[O:28]1. The yield is 0.540. (8) The reactants are [CH2:1]([N:3]([CH2:7][CH3:8])[CH2:4][CH2:5][NH2:6])[CH3:2].S=[C:10]1[CH2:14][S:13][C:12](=[O:15])[NH:11]1.[CH:16]([C:18]1[CH:36]=[CH:35][C:21]([O:22][C:23]2[CH:30]=[CH:29][C:26]([C:27]#[N:28])=[C:25]([C:31]([F:34])([F:33])[F:32])[CH:24]=2)=[C:20]([O:37][CH3:38])[CH:19]=1)=O.CC(C)([O-])C.[K+].[Cl-].[NH4+]. The catalyst is C(O)C. The product is [CH2:1]([N:3]([CH2:7][CH3:8])[CH2:4][CH2:5][NH:6][C:10]1=[N:11][C:12](=[O:15])[S:13]/[C:14]/1=[CH:16]\[C:18]1[CH:36]=[CH:35][C:21]([O:22][C:23]2[CH:30]=[CH:29][C:26]([C:27]#[N:28])=[C:25]([C:31]([F:32])([F:33])[F:34])[CH:24]=2)=[C:20]([O:37][CH3:38])[CH:19]=1)[CH3:2]. The yield is 0.320.